Dataset: Full USPTO retrosynthesis dataset with 1.9M reactions from patents (1976-2016). Task: Predict the reactants needed to synthesize the given product. (1) Given the product [Br:17][CH2:2][CH2:3][CH2:4][CH:5]1[N:11]2[C:12](=[O:15])[O:13][N:14]=[C:10]2[CH2:9][CH2:8][CH2:7][CH2:6]1, predict the reactants needed to synthesize it. The reactants are: O[CH2:2][CH2:3][CH2:4][CH:5]1[N:11]2[C:12](=[O:15])[O:13][N:14]=[C:10]2[CH2:9][CH2:8][CH2:7][CH2:6]1.C(Br)(Br)(Br)[Br:17].C1(P(C2C=CC=CC=2)C2C=CC=CC=2)C=CC=CC=1. (2) Given the product [CH3:24][Si:23]([CH3:26])([CH3:25])[O:1][C:2]1[CH2:7][CH2:6][N:5]([C:8]([O:10][C:11]([CH3:14])([CH3:13])[CH3:12])=[O:9])[CH2:4][CH:3]=1, predict the reactants needed to synthesize it. The reactants are: [O:1]=[C:2]1[CH2:7][CH2:6][N:5]([C:8]([O:10][C:11]([CH3:14])([CH3:13])[CH3:12])=[O:9])[CH2:4][CH2:3]1.C(N(CC)CC)C.Cl[Si:23]([CH3:26])([CH3:25])[CH3:24].C(=O)(O)[O-].[Na+]. (3) Given the product [CH:14]1([C:3]2[C:4]3[S:9][C:8]([C:10]([O:12][CH3:13])=[O:11])=[CH:7][C:5]=3[NH:6][C:2]=2[B:30]2[O:31][C:32]([CH3:34])([CH3:33])[C:28]([CH3:35])([CH3:27])[O:29]2)[CH2:19][CH2:18][CH2:17][CH2:16][CH2:15]1, predict the reactants needed to synthesize it. The reactants are: Br[C:2]1[NH:6][C:5]2[CH:7]=[C:8]([C:10]([O:12][CH3:13])=[O:11])[S:9][C:4]=2[C:3]=1[CH:14]1[CH2:19][CH2:18][CH2:17][CH2:16][CH2:15]1.C(N(CC)CC)C.[CH3:27][C:28]1([CH3:35])[C:32]([CH3:34])([CH3:33])[O:31][BH:30][O:29]1.C1(P(C2CCCCC2)C2C=CC=CC=2C2C=CC=CC=2)CCCCC1.[Cl-].[NH4+]. (4) Given the product [F:39][C:40]([F:45])([F:44])[C:41]([OH:43])=[O:42].[CH2:1]([C:3]1[N:7]=[C:6]([CH2:8][N:9]2[C:14]3[CH:15]=[C:16]([C:18]4[CH:23]=[CH:22][CH:21]=[CH:20][CH:19]=4)[S:17][C:13]=3[C:12](=[O:24])[N:11]([CH:25]3[CH2:30][CH2:29][NH:28][CH2:27][CH2:26]3)[C:10]2=[O:38])[S:5][N:4]=1)[CH3:2], predict the reactants needed to synthesize it. The reactants are: [CH2:1]([C:3]1[N:7]=[C:6]([CH2:8][N:9]2[C:14]3[CH:15]=[C:16]([C:18]4[CH:23]=[CH:22][CH:21]=[CH:20][CH:19]=4)[S:17][C:13]=3[C:12](=[O:24])[N:11]([CH:25]3[CH2:30][CH2:29][N:28](C(OC(C)(C)C)=O)[CH2:27][CH2:26]3)[C:10]2=[O:38])[S:5][N:4]=1)[CH3:2].[F:39][C:40]([F:45])([F:44])[C:41]([OH:43])=[O:42]. (5) Given the product [CH3:9][C@@H:8]1[CH2:7][CH2:6][CH2:5][N:4]([C:10]([C:12]2[C:17]([N:18]3[N:22]=[CH:21][CH:20]=[N:19]3)=[CH:16][CH:15]=[CH:14][C:13]=2[CH3:23])=[O:11])[C@@H:3]1[CH2:2][NH:1][C:25]1[CH:30]=[CH:29][C:28]([C:31]([F:34])([F:33])[F:32])=[CH:27][N:26]=1, predict the reactants needed to synthesize it. The reactants are: [NH2:1][CH2:2][C@@H:3]1[C@H:8]([CH3:9])[CH2:7][CH2:6][CH2:5][N:4]1[C:10]([C:12]1[C:17]([N:18]2[N:22]=[CH:21][CH:20]=[N:19]2)=[CH:16][CH:15]=[CH:14][C:13]=1[CH3:23])=[O:11].F[C:25]1[CH:30]=[CH:29][C:28]([C:31]([F:34])([F:33])[F:32])=[CH:27][N:26]=1.